This data is from Catalyst prediction with 721,799 reactions and 888 catalyst types from USPTO. The task is: Predict which catalyst facilitates the given reaction. (1) Reactant: [NH2:1][C:2]1[CH:7]=[CH:6][CH:5]=[CH:4][N:3]=1.[CH2:8]([O:10][C:11]1[C:12](=O)[C:13](=[O:18])[C:14]=1[O:15]CC)[CH3:9]. Product: [CH2:8]([O:10][C:11]1[C:14](=[O:15])[C:13](=[O:18])[C:12]=1[NH:1][C:2]1[CH:7]=[CH:6][CH:5]=[CH:4][N:3]=1)[CH3:9]. The catalyst class is: 14. (2) Reactant: [CH2:1]([O:8][C:9]1[C:10]([CH3:17])=[CH:11][C:12]([F:16])=[C:13]([OH:15])[CH:14]=1)[C:2]1[CH:7]=[CH:6][CH:5]=[CH:4][CH:3]=1.Cl[C:19]1[C:28]2[C:23](=[CH:24][C:25]([O:31][CH2:32][CH2:33][O:34][CH3:35])=[C:26]([O:29][CH3:30])[CH:27]=2)[N:22]=[N:21][CH:20]=1. Product: [CH2:1]([O:8][C:9]1[C:10]([CH3:17])=[CH:11][C:12]([F:16])=[C:13]([CH:14]=1)[O:15][C:19]1[C:28]2[C:23](=[CH:24][C:25]([O:31][CH2:32][CH2:33][O:34][CH3:35])=[C:26]([O:29][CH3:30])[CH:27]=2)[N:22]=[N:21][CH:20]=1)[C:2]1[CH:3]=[CH:4][CH:5]=[CH:6][CH:7]=1. The catalyst class is: 17.